From a dataset of Catalyst prediction with 721,799 reactions and 888 catalyst types from USPTO. Predict which catalyst facilitates the given reaction. (1) Reactant: [Cl:1][C:2]1[CH:3]=[CH:4][C:5]([O:10][CH2:11][C:12]#[N:13])=[C:6]([CH:9]=1)[C:7]#[N:8].C(=O)([O-])[O-].[K+].[K+]. Product: [NH2:8][C:7]1[C:6]2[CH:9]=[C:2]([Cl:1])[CH:3]=[CH:4][C:5]=2[O:10][C:11]=1[C:12]#[N:13]. The catalyst class is: 9. (2) Reactant: C(#N)CC.[NH2:5][C:6]1[N:13]=[CH:12][C:11](Br)=[CH:10][C:7]=1[C:8]#[N:9].[CH3:15][N:16]([CH2:21][C:22]1[N:23]([CH3:31])[C:24]2[C:29]([CH:30]=1)=[CH:28][CH:27]=[CH:26][CH:25]=2)[C:17](=[O:20])[CH:18]=[CH2:19].C(N(C(C)C)CC)(C)C.CC1C=CC=CC=1P(C1C=CC=CC=1C)C1C=CC=CC=1C.[ClH:63]. Product: [ClH:63].[NH2:5][C:6]1[N:13]=[CH:12][C:11](/[CH:19]=[CH:18]/[C:17]([N:16]([CH3:15])[CH2:21][C:22]2[N:23]([CH3:31])[C:24]3[C:29]([CH:30]=2)=[CH:28][CH:27]=[CH:26][CH:25]=3)=[O:20])=[CH:10][C:7]=1[C:8]#[N:9]. The catalyst class is: 318.